From a dataset of Forward reaction prediction with 1.9M reactions from USPTO patents (1976-2016). Predict the product of the given reaction. Given the reactants C(OC(=O)[NH:6][C:7]1[CH:12]=[CH:11][CH:10]=[C:9]([C:13]2[N:14]=[C:15]([N:25]3[CH2:30][CH2:29][O:28][CH2:27][CH2:26]3)[S:16][C:17]=2[C:18]2[CH:23]=[CH:22][N:21]=[C:20]([Cl:24])[N:19]=2)[C:8]=1[F:31])C=C.CC(O)=O.C([SnH](CCCC)CCCC)CCC, predict the reaction product. The product is: [Cl:24][C:20]1[N:19]=[C:18]([C:17]2[S:16][C:15]([N:25]3[CH2:26][CH2:27][O:28][CH2:29][CH2:30]3)=[N:14][C:13]=2[C:9]2[C:8]([F:31])=[C:7]([CH:12]=[CH:11][CH:10]=2)[NH2:6])[CH:23]=[CH:22][N:21]=1.